Dataset: Catalyst prediction with 721,799 reactions and 888 catalyst types from USPTO. Task: Predict which catalyst facilitates the given reaction. (1) Reactant: [C:1](Cl)(=O)[CH3:2].[N+:5]([C:8]1[C:9]([C:13]([OH:15])=[O:14])=[N:10][NH:11][CH:12]=1)([O-:7])=[O:6]. Product: [N+:5]([C:8]1[C:9]([C:13]([O:15][CH2:1][CH3:2])=[O:14])=[N:10][NH:11][CH:12]=1)([O-:7])=[O:6]. The catalyst class is: 8. (2) Reactant: C[C@H](O[C:7]1[CH:8]=[C:9]([CH:14]=[C:15]([O:17][CH2:18][C:19]2[CH:24]=[CH:23][CH:22]=[CH:21][CH:20]=2)[CH:16]=1)[C:10]([O:12]C)=[O:11])COC.[OH-:25].[Na+].[CH2:27]1[CH2:31][O:30][CH2:29][CH2:28]1. Product: [CH3:27][C@H:28]([O:25][C:8]1[CH:7]=[CH:16][C:15]([O:17][CH2:18][C:19]2[CH:20]=[CH:21][CH:22]=[CH:23][CH:24]=2)=[CH:14][C:9]=1[C:10]([OH:12])=[O:11])[CH2:29][O:30][CH3:31]. The catalyst class is: 24.